This data is from Full USPTO retrosynthesis dataset with 1.9M reactions from patents (1976-2016). The task is: Predict the reactants needed to synthesize the given product. (1) Given the product [CH3:2][C:3]1[C:4](=[O:5])[CH:6]2[CH:11]([C:12](=[O:13])[C:22]=1[CH2:21][C:17]1[CH:18]=[CH:19][CH:20]=[C:15]([Br:14])[CH:16]=1)[CH:10]=[CH:9][CH:8]=[CH:7]2, predict the reactants needed to synthesize it. The reactants are: C[C:2]1[C:12](=[O:13])[C:11]2[CH:10]=[CH:9][CH:8]=[CH:7][C:6]=2[C:4](=[O:5])[CH:3]=1.[Br:14][C:15]1[CH:16]=[C:17]([CH2:21][C:22](O)=O)[CH:18]=[CH:19][CH:20]=1. (2) The reactants are: [CH3:1][O:2][C:3]([NH:5][C@H:6]([C:10]1[CH:15]=[CH:14][CH:13]=[CH:12][CH:11]=1)[C:7]([OH:9])=O)=[O:4].CCOC(C(C#N)=NOC(N1CCOCC1)=[N+](C)C)=O.F[P-](F)(F)(F)(F)F.[CH3:43][O:44][CH2:45][C@@H:46]1[CH2:50][N:49](C(OC(C)(C)C)=O)[C@H:48]([C:58]2[NH:59][C:60]([C:63]3[CH:68]=[C:67]4[CH2:69][O:70][C:71]5[CH:88]=[C:87]6[C:74]([CH:75]=[CH:76][C:77]7[N:81]=[C:80]([C@@H:82]8[CH2:86][CH2:85][CH2:84][NH:83]8)[NH:79][C:78]=76)=[CH:73][C:72]=5[C:66]4=[CH:65][CH:64]=3)=[CH:61][N:62]=2)[CH2:47]1. Given the product [CH3:43][O:44][CH2:45][C@@H:46]1[CH2:50][NH:49][C@H:48]([C:58]2[NH:59][C:60]([C:63]3[CH:68]=[C:67]4[CH2:69][O:70][C:71]5[CH:88]=[C:87]6[C:74]([CH:75]=[CH:76][C:77]7[N:81]=[C:80]([C@@H:82]8[CH2:86][CH2:85][CH2:84][N:83]8[C:7](=[O:9])[C@H:6]([NH:5][C:3](=[O:4])[O:2][CH3:1])[C:10]8[CH:15]=[CH:14][CH:13]=[CH:12][CH:11]=8)[NH:79][C:78]=76)=[CH:73][C:72]=5[C:66]4=[CH:65][CH:64]=3)=[CH:61][N:62]=2)[CH2:47]1, predict the reactants needed to synthesize it. (3) Given the product [O:56]=[C:54]1[C:53]2[C:52](=[CH:60][CH:59]=[CH:58][CH:57]=2)[C:51](=[O:61])[N:55]1[CH2:16][CH2:17][CH2:18][C@H:19]1[CH2:24][CH2:23][CH2:22][N:21]([C:25]([O:27][C:28]([CH3:31])([CH3:30])[CH3:29])=[O:26])[CH2:20]1, predict the reactants needed to synthesize it. The reactants are: N(C(OC(C)C)=O)=NC(OC(C)C)=O.O[CH2:16][CH2:17][CH2:18][C@H:19]1[CH2:24][CH2:23][CH2:22][N:21]([C:25]([O:27][C:28]([CH3:31])([CH3:30])[CH3:29])=[O:26])[CH2:20]1.C1(P(C2C=CC=CC=2)C2C=CC=CC=2)C=CC=CC=1.[C:51]1(=[O:61])[NH:55][C:54](=[O:56])[C:53]2=[CH:57][CH:58]=[CH:59][CH:60]=[C:52]12.